Predict the reactants needed to synthesize the given product. From a dataset of Full USPTO retrosynthesis dataset with 1.9M reactions from patents (1976-2016). (1) Given the product [CH2:10]([O:9][C:7]1[CH:6]=[CH:5][C:3]([NH2:4])=[C:2]([C:17]2[O:18][CH:19]=[CH:20][CH:21]=2)[CH:8]=1)[CH3:11], predict the reactants needed to synthesize it. The reactants are: Br[C:2]1[CH:8]=[C:7]([O:9][CH2:10][CH3:11])[CH:6]=[CH:5][C:3]=1[NH2:4].C([Sn](CCCC)(CCCC)[C:17]1[O:18][CH:19]=[CH:20][CH:21]=1)CCC. (2) Given the product [F:25][C:26]1[CH:27]=[C:28]([NH:29][CH2:3][CH2:4][N:5]2[CH2:10][CH2:9][CH:8]([CH2:11][C:12]([NH:14][C:15]3[CH:20]=[CH:19][C:18]([S:21]([CH3:24])(=[O:23])=[O:22])=[CH:17][CH:16]=3)=[O:13])[CH2:7][CH2:6]2)[CH:30]=[CH:31][CH:32]=1, predict the reactants needed to synthesize it. The reactants are: Cl.Cl[CH2:3][CH2:4][N:5]1[CH2:10][CH2:9][CH:8]([CH2:11][C:12]([NH:14][C:15]2[CH:20]=[CH:19][C:18]([S:21]([CH3:24])(=[O:23])=[O:22])=[CH:17][CH:16]=2)=[O:13])[CH2:7][CH2:6]1.[F:25][C:26]1[CH:27]=[C:28]([CH:30]=[CH:31][CH:32]=1)[NH2:29].[I-].[Na+].CCN(C(C)C)C(C)C. (3) The reactants are: FC(F)(F)C(O)=O.[CH3:8][S:9]([C:12]1[CH:27]=[CH:26][C:15]2[N:16]([CH:20]3[CH2:25][CH2:24][NH:23][CH2:22][CH2:21]3)[C:17](=[O:19])[NH:18][C:14]=2[CH:13]=1)(=[O:11])=[O:10].Cl[CH2:29][C:30]([CH:32]1[CH2:37][CH2:36][C:35]([O:39][CH3:40])([CH3:38])[CH2:34][CH2:33]1)=[O:31]. Given the product [CH3:40][O:39][C:35]1([CH3:38])[CH2:34][CH2:33][CH:32]([C:30](=[O:31])[CH2:29][N:23]2[CH2:22][CH2:21][CH:20]([N:16]3[C:15]4[CH:26]=[CH:27][C:12]([S:9]([CH3:8])(=[O:10])=[O:11])=[CH:13][C:14]=4[NH:18][C:17]3=[O:19])[CH2:25][CH2:24]2)[CH2:37][CH2:36]1, predict the reactants needed to synthesize it. (4) Given the product [CH3:48][C:45]1([CH3:47])[C:44]([CH3:49])([CH3:50])[O:43][B:42]([C:7]2[CH2:12][CH2:11][CH2:10][CH2:9][C:8]=2[C:13]2[CH:18]=[C:17]([C:19]([F:21])([F:22])[F:20])[CH:16]=[CH:15][C:14]=2[O:23][CH2:24][C:25]2[CH:30]=[CH:29][CH:28]=[CH:27][CH:26]=2)[O:46]1, predict the reactants needed to synthesize it. The reactants are: FC(F)(F)S(O[C:7]1[CH2:12][CH2:11][CH2:10][CH2:9][C:8]=1[C:13]1[CH:18]=[C:17]([C:19]([F:22])([F:21])[F:20])[CH:16]=[CH:15][C:14]=1[O:23][CH2:24][C:25]1[CH:30]=[CH:29][CH:28]=[CH:27][CH:26]=1)(=O)=O.[B:42]1([B:42]2[O:46][C:45]([CH3:48])([CH3:47])[C:44]([CH3:50])([CH3:49])[O:43]2)[O:46][C:45]([CH3:48])([CH3:47])[C:44]([CH3:50])([CH3:49])[O:43]1.C(=O)([O-])[O-].[K+].[K+].